This data is from Full USPTO retrosynthesis dataset with 1.9M reactions from patents (1976-2016). The task is: Predict the reactants needed to synthesize the given product. Given the product [CH3:1][C:2]1[C:6]([C:7]2[CH:8]=[C:9]([I:15])[C:10]3[N:14]=[C:24]([NH2:23])[NH:13][C:11]=3[CH:12]=2)=[C:5]([CH3:16])[O:4][N:3]=1, predict the reactants needed to synthesize it. The reactants are: [CH3:1][C:2]1[C:6]([C:7]2[CH:12]=[C:11]([NH2:13])[C:10]([NH2:14])=[C:9]([I:15])[CH:8]=2)=[C:5]([CH3:16])[O:4][N:3]=1.O.C(=O)(O)[O-].[Na+].[N:23]#[C:24]Br.